This data is from Full USPTO retrosynthesis dataset with 1.9M reactions from patents (1976-2016). The task is: Predict the reactants needed to synthesize the given product. (1) Given the product [CH2:24]([O:26][C:27]([C:17]1[CH:18]=[CH:19][CH:20]=[CH:21][C:16]=1/[CH:15]=[CH:14]/[C:13]([NH:12][CH2:11][CH2:10][N:1]1[CH:5]=[CH:4][N:3]=[CH:2]1)=[O:23])=[O:28])[CH3:25], predict the reactants needed to synthesize it. The reactants are: [N:1]1([CH2:10][CH2:11][NH:12][C:13](=[O:23])/[CH:14]=[CH:15]/[C:16]2[CH:21]=[CH:20][CH:19]=[CH:18][C:17]=2F)[C:5]2C=CC=C[C:4]=2[N:3]=[CH:2]1.[CH2:24]([O:26][C:27](C1C=CC=CC=1/C=C/C(O)=O)=[O:28])[CH3:25].NCCN1C=CN=C1.CCN=C=NCCCN(C)C.Cl. (2) Given the product [CH3:35][O:36][C:37]1[CH:42]=[C:41]([C:2]2[C:10]3[C:5](=[N:6][CH:7]=[C:8]([C:11]4[CH:12]=[C:13]([NH:17][C:18](=[O:24])[O:19][C:20]([CH3:23])([CH3:22])[CH3:21])[CH:14]=[CH:15][CH:16]=4)[CH:9]=3)[N:4]([S:25]([C:28]3[CH:34]=[CH:33][C:31]([CH3:32])=[CH:30][CH:29]=3)(=[O:27])=[O:26])[CH:3]=2)[CH:40]=[CH:39][N:38]=1, predict the reactants needed to synthesize it. The reactants are: I[C:2]1[C:10]2[C:5](=[N:6][CH:7]=[C:8]([C:11]3[CH:12]=[C:13]([NH:17][C:18](=[O:24])[O:19][C:20]([CH3:23])([CH3:22])[CH3:21])[CH:14]=[CH:15][CH:16]=3)[CH:9]=2)[N:4]([S:25]([C:28]2[CH:34]=[CH:33][C:31]([CH3:32])=[CH:30][CH:29]=2)(=[O:27])=[O:26])[CH:3]=1.[CH3:35][O:36][C:37]1[CH:42]=[C:41](B(O)O)[CH:40]=[CH:39][N:38]=1.C(=O)([O-])[O-].[K+].[K+]. (3) The reactants are: FC1C=CC(C2C=C(COS(C)(=O)=O)C(=O)N(CC(C)C)N=2)=CC=1C.[F:26][C:27]1[CH:28]=[C:29]([C:34]2[CH:35]=[C:36]([C:45]([O:47]C)=[O:46])[C:37](=[O:44])[N:38]([CH2:40][CH:41]([CH3:43])[CH3:42])[N:39]=2)[CH:30]=[CH:31][C:32]=1[F:33]. Given the product [C:45]([C:36]1[C:37](=[O:44])[N:38]([CH2:40][CH:41]([CH3:42])[CH3:43])[N:39]=[C:34]([C:29]2[CH:30]=[CH:31][C:32]([F:33])=[C:27]([F:26])[CH:28]=2)[CH:35]=1)([OH:47])=[O:46], predict the reactants needed to synthesize it. (4) Given the product [CH3:1][O:2][C:3]1[N:8]=[CH:7][N:6]=[C:5]([CH2:9][N:10]2[C:18]3[C:13](=[N:14][CH:15]=[C:16]([CH3:19])[CH:17]=3)[C:12]([C:20]([NH:28][CH2:27][CH2:26][O:25][CH3:24])=[O:21])=[CH:11]2)[C:4]=1[CH3:23], predict the reactants needed to synthesize it. The reactants are: [CH3:1][O:2][C:3]1[N:8]=[CH:7][N:6]=[C:5]([CH2:9][N:10]2[C:18]3[C:13](=[N:14][CH:15]=[C:16]([CH3:19])[CH:17]=3)[C:12]([C:20](O)=[O:21])=[CH:11]2)[C:4]=1[CH3:23].[CH3:24][O:25][CH2:26][CH2:27][NH2:28].CCCP1(OP(CCC)(=O)OP(CCC)(=O)O1)=O. (5) Given the product [CH2:15]([N:5]([CH2:6][CH2:7][Cl:8])[CH2:4][CH2:3][Cl:2])[C:16]1[CH:21]=[CH:20][CH:19]=[CH:18][CH:17]=1, predict the reactants needed to synthesize it. The reactants are: Cl.[Cl:2][CH2:3][CH2:4][NH:5][CH2:6][CH2:7][Cl:8].C([O-])([O-])=O.[K+].[K+].[CH2:15](Br)[C:16]1[CH:21]=[CH:20][CH:19]=[CH:18][CH:17]=1. (6) Given the product [O:20]=[C:19]1[NH:18][CH:17]=[CH:16][N:15]([S:21]([C:24]2[CH:25]=[CH:26][C:27]([CH3:30])=[CH:28][CH:29]=2)(=[O:23])=[O:22])[CH:14]1[CH2:13][C:12]([NH:11][C:8]1[CH:9]=[CH:10][C:5]([CH2:4][CH2:3][CH2:2][N:36]2[CH2:41][CH2:40][CH2:39][CH2:38][CH2:37]2)=[CH:6][CH:7]=1)=[O:31], predict the reactants needed to synthesize it. The reactants are: O=[CH:2][CH2:3][CH2:4][C:5]1[CH:10]=[CH:9][C:8]([NH:11][C:12](=[O:31])[CH2:13][CH:14]2[C:19](=[O:20])[NH:18][CH:17]=[CH:16][N:15]2[S:21]([C:24]2[CH:29]=[CH:28][C:27]([CH3:30])=[CH:26][CH:25]=2)(=[O:23])=[O:22])=[CH:7][CH:6]=1.C(Cl)CCl.[NH:36]1[CH2:41][CH2:40][CH2:39][CH2:38][CH2:37]1.[BH-](OC(C)=O)(OC(C)=O)OC(C)=O.[Na+]. (7) The reactants are: N(OC(C)(C)C)=O.[C:8]([Cu])#[N:9].N[C:12]1[S:13][CH:14]=[C:15]([CH2:17][C:18]([O:20][CH2:21][CH3:22])=[O:19])[N:16]=1. Given the product [C:8]([C:12]1[S:13][CH:14]=[C:15]([CH2:17][C:18]([O:20][CH2:21][CH3:22])=[O:19])[N:16]=1)#[N:9], predict the reactants needed to synthesize it. (8) Given the product [CH3:26][S:23]([O-:25])(=[O:24])=[O:22].[CH2:14]([O:13][C:11](=[O:12])[CH2:10][C@@H:9]([NH:8][C:6]([O:5][C:1]([CH3:4])([CH3:3])[CH3:2])=[O:7])[CH2:21][N+:27]([CH3:30])([CH3:29])[CH3:28])[C:15]1[CH:20]=[CH:19][CH:18]=[CH:17][CH:16]=1, predict the reactants needed to synthesize it. The reactants are: [C:1]([O:5][C:6]([NH:8][C@@H:9]([CH2:21][O:22][S:23]([CH3:26])(=[O:25])=[O:24])[CH2:10][C:11]([O:13][CH2:14][C:15]1[CH:20]=[CH:19][CH:18]=[CH:17][CH:16]=1)=[O:12])=[O:7])([CH3:4])([CH3:3])[CH3:2].[N:27]([CH3:30])([CH3:29])[CH3:28]. (9) Given the product [C:46]12([CH2:12][NH:8][C:35]([C:34]3[C:30]([CH:29]([F:28])[F:45])=[N:31][N:32]([C:38]4[N:43]=[CH:42][C:41]([F:44])=[CH:40][N:39]=4)[CH:33]=3)=[O:37])[CH2:47][CH:48]3[CH2:49][CH:50]([CH2:51][CH:52]([CH2:54]3)[CH2:53]1)[CH2:55]2, predict the reactants needed to synthesize it. The reactants are: F[P-](F)(F)(F)(F)F.[N:8]1(O[P+](N(C)C)(N(C)C)N(C)C)[C:12]2C=CC=CC=2N=N1.[F:28][CH:29]([F:45])[C:30]1[C:34]([C:35]([OH:37])=O)=[CH:33][N:32]([C:38]2[N:43]=[CH:42][C:41]([F:44])=[CH:40][N:39]=2)[N:31]=1.[C:46]12(NC)[CH2:55][CH:50]3[CH2:51][CH:52]([CH2:54][CH:48]([CH2:49]3)[CH2:47]1)[CH2:53]2.CC(N(C)C)=O. (10) Given the product [Cl:1][C:2]1[CH:7]=[C:6]([CH:5]=[CH:4][C:3]=1[N+:9]([O-:11])=[O:10])[O:12][C:13]1[CH:21]=[C:20]2[C:16]([CH:17]=[N:18][NH:19]2)=[CH:15][CH:14]=1, predict the reactants needed to synthesize it. The reactants are: [Cl:1][C:2]1[CH:7]=[C:6](F)[CH:5]=[CH:4][C:3]=1[N+:9]([O-:11])=[O:10].[OH:12][C:13]1[CH:21]=[C:20]2[C:16]([CH:17]=[N:18][NH:19]2)=[CH:15][CH:14]=1.C([O-])([O-])=O.[K+].[K+].